This data is from Full USPTO retrosynthesis dataset with 1.9M reactions from patents (1976-2016). The task is: Predict the reactants needed to synthesize the given product. (1) Given the product [NH2:27][C:26]([NH:1][C:2]1[CH:7]=[CH:6][C:5]([CH2:8][CH2:9][C:10]2[N:11]=[C:12]([NH:15][C:16](=[O:18])[CH3:17])[S:13][CH:14]=2)=[CH:4][CH:3]=1)=[NH:25], predict the reactants needed to synthesize it. The reactants are: [NH2:1][C:2]1[CH:7]=[CH:6][C:5]([CH2:8][CH2:9][C:10]2[N:11]=[C:12]([NH:15][C:16](=[O:18])[CH3:17])[S:13][CH:14]=2)=[CH:4][CH:3]=1.Cl.C(=O)([O-])O.[Na+].[N:25]#[C:26][NH2:27]. (2) Given the product [Br:1][C:2]1[CH:3]=[CH:4][C:5]2[NH:11][CH2:10][CH2:9][NH:8][CH:7]([C:12]3[CH:17]=[CH:16][CH:15]=[CH:14][C:13]=3[F:18])[C:6]=2[CH:19]=1, predict the reactants needed to synthesize it. The reactants are: [Br:1][C:2]1[CH:3]=[CH:4][C:5]2[NH:11][CH2:10][CH2:9][N:8]=[C:7]([C:12]3[CH:17]=[CH:16][CH:15]=[CH:14][C:13]=3[F:18])[C:6]=2[CH:19]=1.CO.[BH4-].[Na+]. (3) Given the product [Br:11][C:10]1[C:5]([C:3]2[N:4]=[C:18]([C:17]3[CH:20]=[CH:21][CH:22]=[C:15]([O:14][CH2:12][CH3:13])[C:16]=3[OH:23])[NH:1][N:2]=2)=[N:6][CH:7]=[CH:8][CH:9]=1, predict the reactants needed to synthesize it. The reactants are: [NH2:1][NH:2][C:3]([C:5]1[C:10]([Br:11])=[CH:9][CH:8]=[CH:7][N:6]=1)=[NH:4].[CH2:12]([O:14][C:15]1[C:16]([OH:23])=[C:17]([CH:20]=[CH:21][CH:22]=1)[CH:18]=O)[CH3:13]. (4) Given the product [Si:1]([O:8][CH2:9][C:10]([OH:12])=[O:11])([C:4]([CH3:7])([CH3:6])[CH3:5])([CH3:3])[CH3:2], predict the reactants needed to synthesize it. The reactants are: [Si:1]([O:8][CH2:9][C:10]([O:12]CC)=[O:11])([C:4]([CH3:7])([CH3:6])[CH3:5])([CH3:3])[CH3:2].[OH-].[Na+]. (5) Given the product [O:9]1[CH2:10][CH2:11][O:12][CH:8]1[C:5]1[CH:6]=[CH:7][C:2]([N:20]([CH3:19])[C:21]2[CH:26]=[CH:25][N:24]=[CH:23][CH:22]=2)=[CH:3][CH:4]=1, predict the reactants needed to synthesize it. The reactants are: Br[C:2]1[CH:7]=[CH:6][C:5]([CH:8]2[O:12][CH2:11][CH2:10][O:9]2)=[CH:4][CH:3]=1.CC(C)([O-])C.[Na+].[CH3:19][NH:20][C:21]1[CH:26]=[CH:25][N:24]=[CH:23][CH:22]=1.N#N.CC(C1C=C(C(C)C)C(C2C=CC=CC=2P(C2CCCCC2)C2CCCCC2)=C(C(C)C)C=1)C. (6) Given the product [CH2:18]([O:20][C:21]1[C:22]([C:23]([O:25][CH2:26][CH3:27])=[O:24])=[N:9][N:6]([C:5]2[CH:7]=[CH:8][C:2]([F:1])=[CH:3][CH:4]=2)[N:28]=1)[CH3:19], predict the reactants needed to synthesize it. The reactants are: [F:1][C:2]1[CH:8]=[CH:7][C:5]([NH2:6])=[CH:4][CH:3]=1.[N:9]([O-])=O.[Na+].C([O-])(=O)C.[Na+].[CH2:18]([O:20][C:21](=[NH:28])[CH2:22][C:23]([O:25][CH2:26][CH3:27])=[O:24])[CH3:19]. (7) The reactants are: [Cl:1][C:2]1[CH:3]=[N+:4]([O-:65])[CH:5]=[C:6]([Cl:64])[C:7]=1[CH2:8][C@@H:9]([C:49]1[CH:54]=[CH:53][C:52]([O:55][CH:56]([F:58])[F:57])=[C:51]([O:59][CH2:60][CH:61]2[CH2:63][CH2:62]2)[CH:50]=1)[O:10][C:11]([C@H:13]1[N:17]([S:18]([C:21]2[CH:26]=[CH:25][CH:24]=[C:23]([C:27](=[O:48])[NH:28][CH2:29][CH2:30][NH:31][C:32](=[O:47])[C:33]3[CH:38]=[CH:37][CH:36]=[C:35]([CH2:39][NH:40][C:41]4[CH:46]=[CH:45][CH:44]=[CH:43][CH:42]=4)[CH:34]=3)[CH:22]=2)(=[O:20])=[O:19])[CH2:16][CH2:15][S:14]1)=[O:12].Cl.[C:67](Cl)(=[O:77])[O:68][C@@H:69]1[CH:74]2[CH2:75][CH2:76][N:71]([CH2:72][CH2:73]2)[CH2:70]1. Given the product [CH:11]([OH:12])=[O:10].[Cl:1][C:2]1[CH:3]=[N+:4]([O-:65])[CH:5]=[C:6]([Cl:64])[C:7]=1[CH2:8][C@@H:9]([C:49]1[CH:54]=[CH:53][C:52]([O:55][CH:56]([F:58])[F:57])=[C:51]([O:59][CH2:60][CH:61]2[CH2:62][CH2:63]2)[CH:50]=1)[O:10][C:11]([C@H:13]1[N:17]([S:18]([C:21]2[CH:26]=[CH:25][CH:24]=[C:23]([C:27](=[O:48])[NH:28][CH2:29][CH2:30][NH:31][C:32](=[O:47])[C:33]3[CH:38]=[CH:37][CH:36]=[C:35]([CH2:39][N:40]([C:41]4[CH:46]=[CH:45][CH:44]=[CH:43][CH:42]=4)[C:67]([O:68][C@@H:69]4[CH:74]5[CH2:75][CH2:76][N:71]([CH2:72][CH2:73]5)[CH2:70]4)=[O:77])[CH:34]=3)[CH:22]=2)(=[O:19])=[O:20])[CH2:16][CH2:15][S:14]1)=[O:12], predict the reactants needed to synthesize it.